Predict which catalyst facilitates the given reaction. From a dataset of Catalyst prediction with 721,799 reactions and 888 catalyst types from USPTO. (1) Reactant: [CH2:1]([O:8][C:9](=[NH:13])[CH2:10][C:11]#[N:12])[C:2]1[CH:7]=[CH:6][CH:5]=[CH:4][CH:3]=1.[O:14]([C:21]([N:23]=[C:24]=[S:25])=[O:22])[C:15]1[CH:20]=[CH:19][CH:18]=[CH:17][CH:16]=1. Product: [CH2:1]([O:8][C:9](=[NH:13])[C:10]([C:11]#[N:12])=[C:24]([SH:25])[NH:23][C:21]([O:14][C:15]1[CH:20]=[CH:19][CH:18]=[CH:17][CH:16]=1)=[O:22])[C:2]1[CH:7]=[CH:6][CH:5]=[CH:4][CH:3]=1. The catalyst class is: 10. (2) Reactant: [Cl:1][C:2]1[CH:3]=[C:4]([C@H:8]([OH:22])[C@@H:9]2[CH2:14][CH2:13][CH2:12][N:11]([C:15]([O:17][C:18]([CH3:21])([CH3:20])[CH3:19])=[O:16])[CH2:10]2)[CH:5]=[CH:6][CH:7]=1.[H-].[Na+].Br[CH2:26][C:27]#[N:28]. Product: [Cl:1][C:2]1[CH:3]=[C:4]([C@H:8]([O:22][CH2:26][C:27]#[N:28])[C@@H:9]2[CH2:14][CH2:13][CH2:12][N:11]([C:15]([O:17][C:18]([CH3:19])([CH3:21])[CH3:20])=[O:16])[CH2:10]2)[CH:5]=[CH:6][CH:7]=1. The catalyst class is: 23. (3) Reactant: [C:1]([O:5][C:6]([NH:8][C@@H:9]([CH2:13][C:14]1[CH:19]=[C:18]([F:20])[CH:17]=[C:16]([F:21])[CH:15]=1)[C:10](O)=[O:11])=[O:7])([CH3:4])([CH3:3])[CH3:2].C(Cl)(=O)C([Cl:25])=O. Product: [C:1]([O:5][C:6](=[O:7])[NH:8][C@@H:9]([CH2:13][C:14]1[CH:19]=[C:18]([F:20])[CH:17]=[C:16]([F:21])[CH:15]=1)[C:10]([Cl:25])=[O:11])([CH3:4])([CH3:3])[CH3:2]. The catalyst class is: 1. (4) Reactant: C(OC(=O)[NH:10][C:11]1[C:12]([C:28]([NH:30][C:31]2[CH:32]=[N:33][CH:34]=[CH:35][C:36]=2[N:37]2[CH2:42][C@H:41]([CH3:43])[CH2:40][C@H:39]([NH:44][C:45]([O:47][C:48]([CH3:51])([CH3:50])[CH3:49])=[O:46])[CH2:38]2)=[O:29])=[N:13][C:14]2[C:19]([CH:20]=1)=[CH:18][CH:17]=[C:16]([C:21]1[CH2:22][CH2:23][N:24]([CH3:27])[CH2:25][CH:26]=1)[CH:15]=2)C1C=CC=CC=1. Product: [NH2:10][C:11]1[C:12]([C:28]([NH:30][C:31]2[CH:32]=[N:33][CH:34]=[CH:35][C:36]=2[N:37]2[CH2:42][C@H:41]([CH3:43])[CH2:40][C@H:39]([NH:44][C:45](=[O:46])[O:47][C:48]([CH3:51])([CH3:50])[CH3:49])[CH2:38]2)=[O:29])=[N:13][C:14]2[C:19]([CH:20]=1)=[CH:18][CH:17]=[C:16]([CH:21]1[CH2:26][CH2:25][N:24]([CH3:27])[CH2:23][CH2:22]1)[CH:15]=2. The catalyst class is: 19. (5) Reactant: [CH3:1][C:2]1([CH3:26])[O:6][C@@H:5]([CH2:7][O:8][C:9]2[N:14]=[C:13]([CH3:15])[C:12]([C:16]3[C:17]([CH3:24])=[C:18]([CH2:22][OH:23])[CH:19]=[CH:20][CH:21]=3)=[C:11]([CH3:25])[N:10]=2)[CH2:4][O:3]1.O[C:28]1[CH:29]=[CH:30][C:31]2[CH:32]([CH2:41][C:42]([O:44][CH2:45][CH3:46])=[O:43])[C:33]3[C:38]([C:39]=2[CH:40]=1)=[CH:37][CH:36]=[CH:35][CH:34]=3.C(P(CCCC)CCCC)CCC.N(C(N1CCCCC1)=O)=NC(N1CCCCC1)=O. Product: [CH3:1][C:2]1([CH3:26])[O:6][C@@H:5]([CH2:7][O:8][C:9]2[N:10]=[C:11]([CH3:25])[C:12]([C:16]3[C:17]([CH3:24])=[C:18]([CH:19]=[CH:20][CH:21]=3)[CH2:22][O:23][C:28]3[CH:29]=[CH:30][C:31]4[CH:32]([CH2:41][C:42]([O:44][CH2:45][CH3:46])=[O:43])[C:33]5[C:38]([C:39]=4[CH:40]=3)=[CH:37][CH:36]=[CH:35][CH:34]=5)=[C:13]([CH3:15])[N:14]=2)[CH2:4][O:3]1. The catalyst class is: 1.